From a dataset of Peptide-MHC class II binding affinity with 134,281 pairs from IEDB. Regression. Given a peptide amino acid sequence and an MHC pseudo amino acid sequence, predict their binding affinity value. This is MHC class II binding data. The peptide sequence is ERTVRVLDTVEKWLA. The MHC is DRB3_0101 with pseudo-sequence DRB3_0101. The binding affinity (normalized) is 0.549.